From a dataset of Forward reaction prediction with 1.9M reactions from USPTO patents (1976-2016). Predict the product of the given reaction. (1) Given the reactants Cl[C:2]1[CH:3]=[C:4]([CH:23]=[CH:24][C:25]=1[Cl:26])[O:5][CH:6]1[CH2:11][CH2:10][N:9]([S:12](C2C(C)=NN(C)C=2C)(=[O:14])=[O:13])[CH2:8][CH2:7]1.[CH3:27][N:28]1[C:32](S(Cl)(=O)=O)=[C:31]([CH3:37])[CH:30]=[N:29]1.Cl.ClC1C=CC(OC2CCNCC2)=CC=1, predict the reaction product. The product is: [Cl:26][C:25]1[CH:2]=[CH:3][C:4]([O:5][CH:6]2[CH2:7][CH2:8][N:9]([S:12]([C:32]3[N:28]([CH3:27])[N:29]=[CH:30][C:31]=3[CH3:37])(=[O:13])=[O:14])[CH2:10][CH2:11]2)=[CH:23][CH:24]=1. (2) Given the reactants [CH3:1][CH:2]1[CH2:7][CH2:6][N:5]([C:8]([C:10]2[CH:18]=[CH:17][C:16]3[N:15]([CH2:19][C:20]4[N:21]=[C:22]([CH3:25])[S:23][CH:24]=4)[C:14]4[CH2:26][CH2:27][N:28](C(OC(C)(C)C)=O)[CH2:29][C:13]=4[C:12]=3[CH:11]=2)=[O:9])[CH2:4][CH2:3]1.[ClH:37], predict the reaction product. The product is: [CH3:1][CH:2]1[CH2:3][CH2:4][N:5]([C:8]([C:10]2[CH:18]=[CH:17][C:16]3[N:15]([CH2:19][C:20]4[N:21]=[C:22]([CH3:25])[S:23][CH:24]=4)[C:14]4[CH2:26][CH2:27][NH:28][CH2:29][C:13]=4[C:12]=3[CH:11]=2)=[O:9])[CH2:6][CH2:7]1.[ClH:37]. (3) Given the reactants [CH3:1][O:2][C:3](=[O:15])[CH2:4][N:5]1[C:9]2[CH:10]=[CH:11][CH:12]=[CH:13][C:8]=2[O:7][C:6]1=[O:14].[Cl:16][S:17](O)(=[O:19])=[O:18], predict the reaction product. The product is: [CH3:1][O:2][C:3](=[O:15])[CH2:4][N:5]1[C:9]2[CH:10]=[C:11]([S:17]([Cl:16])(=[O:19])=[O:18])[CH:12]=[CH:13][C:8]=2[O:7][C:6]1=[O:14]. (4) Given the reactants [C:1]([C:3]1[CH:8]=[CH:7][CH:6]=[CH:5][C:4]=1[C:9]1[CH:14]=[CH:13][C:12]([CH2:15][C:16]2[C:21](=[O:22])[N:20]([C:23]3[CH:36]=[CH:35][C:26]([O:27][C:28]([CH3:34])([CH3:33])[C:29](OC)=[O:30])=[CH:25][CH:24]=3)[C:19]([CH3:37])=[N:18][C:17]=2[CH2:38][CH2:39][CH3:40])=[CH:11][CH:10]=1)#[N:2].C(OCC)(=O)C.O, predict the reaction product. The product is: [OH:30][CH2:29][C:28]([CH3:33])([CH3:34])[O:27][C:26]1[CH:35]=[CH:36][C:23]([N:20]2[C:21](=[O:22])[C:16]([CH2:15][C:12]3[CH:13]=[CH:14][C:9]([C:4]4[C:3]([C:1]#[N:2])=[CH:8][CH:7]=[CH:6][CH:5]=4)=[CH:10][CH:11]=3)=[C:17]([CH2:38][CH2:39][CH3:40])[N:18]=[C:19]2[CH3:37])=[CH:24][CH:25]=1. (5) Given the reactants [F:1][C:2]1[CH:3]=[C:4]([NH:8][C:9]2[C:10]([NH2:15])=[CH:11][CH:12]=[CH:13][CH:14]=2)[CH:5]=[CH:6][CH:7]=1.[S:16](N)(N)(=[O:18])=[O:17], predict the reaction product. The product is: [F:1][C:2]1[CH:3]=[C:4]([N:8]2[C:9]3[CH:14]=[CH:13][CH:12]=[CH:11][C:10]=3[NH:15][S:16]2(=[O:18])=[O:17])[CH:5]=[CH:6][CH:7]=1. (6) Given the reactants [CH:1]([Mg]Cl)([CH2:3][CH3:4])[CH3:2].[CH3:7][Si:8]([O:11][CH3:12])(Cl)Cl.[Cl-].[NH4+], predict the reaction product. The product is: [CH:1]([Si:8]([CH:1]([CH2:3][CH3:4])[CH3:2])([CH3:7])[O:11][CH3:12])([CH2:3][CH3:4])[CH3:2].